Dataset: NCI-60 drug combinations with 297,098 pairs across 59 cell lines. Task: Regression. Given two drug SMILES strings and cell line genomic features, predict the synergy score measuring deviation from expected non-interaction effect. (1) Drug 1: C1CCC(C1)C(CC#N)N2C=C(C=N2)C3=C4C=CNC4=NC=N3. Cell line: UO-31. Synergy scores: CSS=28.7, Synergy_ZIP=2.91, Synergy_Bliss=5.40, Synergy_Loewe=9.80, Synergy_HSA=10.5. Drug 2: COCCOC1=C(C=C2C(=C1)C(=NC=N2)NC3=CC=CC(=C3)C#C)OCCOC.Cl. (2) Drug 1: CNC(=O)C1=CC=CC=C1SC2=CC3=C(C=C2)C(=NN3)C=CC4=CC=CC=N4. Drug 2: CC1=C2C(C(=O)C3(C(CC4C(C3C(C(C2(C)C)(CC1OC(=O)C(C(C5=CC=CC=C5)NC(=O)OC(C)(C)C)O)O)OC(=O)C6=CC=CC=C6)(CO4)OC(=O)C)OC)C)OC. Cell line: CCRF-CEM. Synergy scores: CSS=55.8, Synergy_ZIP=8.91, Synergy_Bliss=10.9, Synergy_Loewe=-19.3, Synergy_HSA=12.2.